Dataset: Catalyst prediction with 721,799 reactions and 888 catalyst types from USPTO. Task: Predict which catalyst facilitates the given reaction. Reactant: [I:1][C:2]1[C:10]2[C:9]([NH2:11])=[N:8][CH:7]=[N:6][C:5]=2[N:4]([CH:12]2[CH2:21][CH2:20][C:15]3(OCC[O:16]3)[CH2:14][CH2:13]2)[CH:3]=1.O.O.C(O)(=O)C(O)=O. Product: [NH2:11][C:9]1[C:10]2[C:2]([I:1])=[CH:3][N:4]([CH:12]3[CH2:13][CH2:14][C:15](=[O:16])[CH2:20][CH2:21]3)[C:5]=2[N:6]=[CH:7][N:8]=1. The catalyst class is: 95.